Dataset: Full USPTO retrosynthesis dataset with 1.9M reactions from patents (1976-2016). Task: Predict the reactants needed to synthesize the given product. Given the product [CH3:1][O:2][C:3]([C@@H:5]1[CH2:18][C@H:17]([O:19][C:20](=[O:28])[NH:21][C:22]2[CH:27]=[CH:26][C:25]([Br:38])=[CH:24][CH:23]=2)[C:16](=[O:29])[C@H:15]2[C@@:6]1([CH3:37])[CH2:7][CH2:8][C@@H:9]1[C@:14]2([CH3:30])[CH2:13][C@@H:12]([C:31]2[CH:35]=[CH:34][O:33][CH:32]=2)[O:11][C:10]1=[O:36])=[O:4], predict the reactants needed to synthesize it. The reactants are: [CH3:1][O:2][C:3]([C@@H:5]1[CH2:18][C@H:17]([O:19][C:20](=[O:28])[NH:21][C:22]2[CH:27]=[CH:26][CH:25]=[CH:24][CH:23]=2)[C:16](=[O:29])[C@H:15]2[C@@:6]1([CH3:37])[CH2:7][CH2:8][C@@H:9]1[C@:14]2([CH3:30])[CH2:13][C@@H:12]([C:31]2[CH:35]=[CH:34][O:33][CH:32]=2)[O:11][C:10]1=[O:36])=[O:4].[Br:38]C1C=CC(N=C=O)=CC=1.